From a dataset of Catalyst prediction with 721,799 reactions and 888 catalyst types from USPTO. Predict which catalyst facilitates the given reaction. (1) Reactant: Cl.[NH2:2][C@H:3]([C:6]([OH:8])=[O:7])[CH2:4][SH:5].[CH2:9]([OH:31])[C@H:10]1[O:15][C@H:14]([O:16][C@H:17]2[C@H:22]([OH:23])[C@@H:21]([OH:24])[C@H:20](O)[O:19][C@@H:18]2[CH2:26][OH:27])[C@H:13]([OH:28])[C@@H:12]([OH:29])[C@@H:11]1[OH:30].N1C=CC=CC=1.C(O)C. Product: [OH:24][CH:21]([CH:20]1[NH:2][CH:3]([C:6]([OH:8])=[O:7])[CH2:4][S:5]1)[CH:22]([OH:23])[CH:17]([O:16][CH:14]1[O:15][C@H:10]([CH2:9][OH:31])[C@@H:11]([OH:30])[C@H:12]([OH:29])[C@H:13]1[OH:28])[CH:18]([OH:19])[CH2:26][OH:27]. The catalyst class is: 6. (2) Reactant: [C:1]([C:5]1[CH:10]=[CH:9][C:8](/[CH:11]=[C:12](/[C:14]2[CH:18]=[C:17]([CH3:19])[N:16]([CH2:20][C:21]3[CH:26]=[CH:25][N:24]=[C:23](Cl)[CH:22]=3)[N:15]=2)\[F:13])=[CH:7][CH:6]=1)([CH3:4])([CH3:3])[CH3:2].[NH:28]1[CH2:33][CH2:32][NH:31][CH2:30][CH2:29]1.O.C(O)=O. Product: [C:1]([C:5]1[CH:10]=[CH:9][C:8](/[CH:11]=[C:12](/[C:14]2[CH:18]=[C:17]([CH3:19])[N:16]([CH2:20][C:21]3[CH:26]=[CH:25][N:24]=[C:23]([N:28]4[CH2:33][CH2:32][NH:31][CH2:30][CH2:29]4)[CH:22]=3)[N:15]=2)\[F:13])=[CH:7][CH:6]=1)([CH3:4])([CH3:3])[CH3:2]. The catalyst class is: 357.